Predict the reaction yield, written as a fraction of the theoretical maximum amount of product (1.0 means a 100% yield; for example, 0.34 means a 34% yield). From a dataset of Reaction yield outcomes from USPTO patents with 853,638 reactions. (1) The reactants are [NH:1]1[CH:5]=[C:4]([C:6]2[C:7]3[CH:14]=[CH:13][N:12]([CH2:15][O:16][CH2:17][CH2:18][Si:19]([CH3:22])([CH3:21])[CH3:20])[C:8]=3[N:9]=[CH:10][N:11]=2)[CH:3]=[N:2]1.[CH:23](/[C:29]#[N:30])=[CH:24]\[C:25]([F:28])([F:27])[F:26]. The catalyst is C(#N)C. The product is [F:26][C:25]([F:28])([F:27])[CH:24]([N:1]1[CH:5]=[C:4]([C:6]2[C:7]3[CH:14]=[CH:13][N:12]([CH2:15][O:16][CH2:17][CH2:18][Si:19]([CH3:22])([CH3:21])[CH3:20])[C:8]=3[N:9]=[CH:10][N:11]=2)[CH:3]=[N:2]1)[CH2:23][C:29]#[N:30]. The yield is 0.913. (2) The reactants are [CH3:1][O:2][C:3]1[CH:9]=[C:8]([S:10]([CH3:13])(=[O:12])=[O:11])[CH:7]=[CH:6][C:4]=1[NH2:5].Cl[C:15]1[N:20]=[C:19]([NH:21][CH3:22])[C:18]([C:23]([F:26])([F:25])[F:24])=[CH:17][N:16]=1. The catalyst is C(O)CCC.C(O)(C(F)(F)F)=O. The product is [CH3:1][O:2][C:3]1[CH:9]=[C:8]([S:10]([CH3:13])(=[O:12])=[O:11])[CH:7]=[CH:6][C:4]=1[NH:5][C:15]1[N:20]=[C:19]([NH:21][CH3:22])[C:18]([C:23]([F:26])([F:24])[F:25])=[CH:17][N:16]=1. The yield is 0.200.